This data is from Catalyst prediction with 721,799 reactions and 888 catalyst types from USPTO. The task is: Predict which catalyst facilitates the given reaction. (1) Reactant: [F:1][C:2]1[CH:7]=[CH:6][C:5]([C:8]2[C:18]([CH2:19][C:20]3[N:25]=[C:24]([C:26]([O:28]C)=[O:27])[CH:23]=[CH:22][CH:21]=3)=[C:11]3[CH:12]=[CH:13][C:14]([O:16][CH3:17])=[CH:15][N:10]3[N:9]=2)=[CH:4][CH:3]=1.[OH-].[Na+].Cl. Product: [F:1][C:2]1[CH:7]=[CH:6][C:5]([C:8]2[C:18]([CH2:19][C:20]3[N:25]=[C:24]([C:26]([OH:28])=[O:27])[CH:23]=[CH:22][CH:21]=3)=[C:11]3[CH:12]=[CH:13][C:14]([O:16][CH3:17])=[CH:15][N:10]3[N:9]=2)=[CH:4][CH:3]=1. The catalyst class is: 83. (2) Reactant: [N+:1]([C:4]1[CH:5]=[CH:6][CH:7]=[C:8]2[C:13]=1[NH:12][C:11]([C:14]1[CH:19]=[CH:18][CH:17]=[C:16]([C:20]([F:23])([F:22])[F:21])[CH:15]=1)=[C:10](C(OCC)=O)[C:9]2=[O:29])([O-:3])=[O:2].Cl. Product: [N+:1]([C:4]1[CH:5]=[CH:6][CH:7]=[C:8]2[C:13]=1[NH:12][C:11]([C:14]1[CH:19]=[CH:18][CH:17]=[C:16]([C:20]([F:23])([F:21])[F:22])[CH:15]=1)=[CH:10][C:9]2=[O:29])([O-:3])=[O:2]. The catalyst class is: 12.